Dataset: Forward reaction prediction with 1.9M reactions from USPTO patents (1976-2016). Task: Predict the product of the given reaction. (1) Given the reactants [Br:1][C:2]1[S:6][C:5]([CH:7]2[N:11]([C:12]3[CH:17]=[CH:16][C:15]([F:18])=[CH:14][C:13]=3[F:19])[N:10]=[C:9]([CH2:20][OH:21])[CH2:8]2)=[CH:4][CH:3]=1.[O-][O-].[Mg+2], predict the reaction product. The product is: [Br:1][C:2]1[S:6][C:5]([CH:7]2[N:11]([C:12]3[CH:17]=[CH:16][C:15]([F:18])=[CH:14][C:13]=3[F:19])[N:10]=[C:9]([CH:20]=[O:21])[CH2:8]2)=[CH:4][CH:3]=1. (2) The product is: [Cl:1][C:2]1[CH:7]=[CH:6][C:5]([C:8]2[N:9]=[C:10]3[CH:15]=[CH:14][CH:13]=[CH:12][N:11]3[C:16]=2[CH2:17][C:18](=[N:20][OH:21])[NH2:19])=[CH:4][CH:3]=1. Given the reactants [Cl:1][C:2]1[CH:7]=[CH:6][C:5]([C:8]2[N:9]=[C:10]3[CH:15]=[CH:14][CH:13]=[CH:12][N:11]3[C:16]=2[CH2:17][C:18]#[N:19])=[CH:4][CH:3]=1.[NH2:20][OH:21].Cl.C([O-])([O-])=O.[K+].[K+].O, predict the reaction product. (3) Given the reactants [NH2:1][CH2:2][C@H:3]([C:8]([O:10][C:11]([CH3:14])([CH3:13])[CH3:12])=[O:9])[C:4]([O:6][CH3:7])=[O:5].CCN(C(C)C)C(C)C.[N+:24]([C:27]1[CH:32]=[CH:31][CH:30]=[CH:29][C:28]=1[S:33](Cl)(=[O:35])=[O:34])([O-:26])=[O:25], predict the reaction product. The product is: [C:11]([O:10][C:8]([C@@H:3]([CH2:2][NH:1][S:33]([C:28]1[CH:29]=[CH:30][CH:31]=[CH:32][C:27]=1[N+:24]([O-:26])=[O:25])(=[O:34])=[O:35])[C:4]([O:6][CH3:7])=[O:5])=[O:9])([CH3:14])([CH3:13])[CH3:12]. (4) Given the reactants [N:1]1[C:10]2[C:5](=[N:6][CH:7]=[CH:8][CH:9]=2)[CH:4]=[CH:3][C:2]=1[CH:11]=[O:12].[BH4-].[Na+], predict the reaction product. The product is: [N:1]1[C:10]2[C:5](=[N:6][CH:7]=[CH:8][CH:9]=2)[CH:4]=[CH:3][C:2]=1[CH2:11][OH:12]. (5) Given the reactants [CH2:1]([O:3][C:4]1[CH:12]=[CH:11][C:10]([S:13]([CH3:16])(=[O:15])=[O:14])=[CH:9][C:5]=1[C:6](Cl)=O)[CH3:2].C(OC1C=CC=CC=1C(O)=O)C.[Cl:29][C:30]1[CH:35]=[CH:34][C:33]([C:36]2([CH3:62])[C:40]([C:42]3[CH:47]=[CH:46][C:45]([Cl:48])=[CH:44][CH:43]=3)([CH3:41])[NH:39]C(C3C=CC(C(C)(C)C)=CC=3OCC)=[N:37]2)=[CH:32][CH:31]=1, predict the reaction product. The product is: [Cl:29][C:30]1[CH:35]=[CH:34][C:33]([C:36]2([CH3:62])[C:40]([C:42]3[CH:43]=[CH:44][C:45]([Cl:48])=[CH:46][CH:47]=3)([CH3:41])[NH:39][C:6]([C:5]3[CH:9]=[C:10]([S:13]([CH3:16])(=[O:15])=[O:14])[CH:11]=[CH:12][C:4]=3[O:3][CH2:1][CH3:2])=[N:37]2)=[CH:32][CH:31]=1.